Task: Predict the reaction yield, written as a fraction of the theoretical maximum amount of product (1.0 means a 100% yield; for example, 0.34 means a 34% yield).. Dataset: Reaction yield outcomes from USPTO patents with 853,638 reactions (1) The reactants are [Cl:1][C:2]1[N:7]=[CH:6][C:5]([CH2:8][NH:9][C:10](=O)[C:11]2[CH:16]=[CH:15][C:14](/[CH:17]=[CH:18]/[CH:19]([C:24]3[CH:29]=[C:28]([Cl:30])[CH:27]=[C:26]([Cl:31])[CH:25]=3)[C:20]([F:23])([F:22])[F:21])=[CH:13][C:12]=2[CH3:32])=[CH:4][CH:3]=1.COC1C=CC(P2(SP(C3C=CC(OC)=CC=3)(=S)S2)=[S:43])=CC=1. The catalyst is C1(C)C=CC=CC=1. The product is [Cl:1][C:2]1[N:7]=[CH:6][C:5]([CH2:8][NH:9][C:10](=[S:43])[C:11]2[CH:16]=[CH:15][C:14](/[CH:17]=[CH:18]/[CH:19]([C:24]3[CH:29]=[C:28]([Cl:30])[CH:27]=[C:26]([Cl:31])[CH:25]=3)[C:20]([F:23])([F:22])[F:21])=[CH:13][C:12]=2[CH3:32])=[CH:4][CH:3]=1. The yield is 0.490. (2) The reactants are [Br:1][C:2]1[CH:7]=[CH:6][C:5]([C@@H:8]([NH2:10])[CH3:9])=[CH:4][CH:3]=1.[C:11](O[C:11]([O:13][C:14]([CH3:17])([CH3:16])[CH3:15])=[O:12])([O:13][C:14]([CH3:17])([CH3:16])[CH3:15])=[O:12]. No catalyst specified. The product is [Br:1][C:2]1[CH:7]=[CH:6][C:5]([C@@H:8]([NH:10][C:11](=[O:12])[O:13][C:14]([CH3:17])([CH3:16])[CH3:15])[CH3:9])=[CH:4][CH:3]=1. The yield is 0.820.